The task is: Predict the reactants needed to synthesize the given product.. This data is from Full USPTO retrosynthesis dataset with 1.9M reactions from patents (1976-2016). Given the product [CH2:5]([O:4][C:2]([N:11]1[C:7](=[O:13])[CH2:8][CH2:9][C:10]1=[O:12])=[O:3])[CH3:6], predict the reactants needed to synthesize it. The reactants are: Cl[C:2]([O:4][CH2:5][CH3:6])=[O:3].[C:7]1(=[O:13])[NH:11][C:10](=[O:12])[CH2:9][CH2:8]1.C(N(CC)CC)C.CO.